From a dataset of Full USPTO retrosynthesis dataset with 1.9M reactions from patents (1976-2016). Predict the reactants needed to synthesize the given product. (1) Given the product [CH3:1][O:2][C:3]1[CH:4]=[CH:5][C:6]([CH2:7][N:8]2[CH:12]=[C:11]3[C:13](=[O:18])[CH2:14][CH2:15][CH2:16][O:17][C:10]3=[N:9]2)=[CH:19][CH:20]=1, predict the reactants needed to synthesize it. The reactants are: [CH3:1][O:2][C:3]1[CH:20]=[CH:19][C:6]([CH2:7][N:8]2[CH:12]=[C:11]3[C:13](=[O:18])[CH:14]=[CH:15][CH2:16][O:17][C:10]3=[N:9]2)=[CH:5][CH:4]=1. (2) Given the product [NH2:1][C:2]1[S:3][C:4]2[C:9]([NH:10][C@H:11]([CH2:14][CH2:15][CH3:16])[CH2:12][OH:13])=[N:8][C:7]([SH:17])=[N:6][C:5]=2[N:25]=1, predict the reactants needed to synthesize it. The reactants are: [NH2:1][C:2]1[S:3][C:4]2[C:9]([NH:10][C@H:11]([CH2:14][CH2:15][CH3:16])[CH2:12][OH:13])=[N:8][C:7]([S:17]CC3C=CC=CC=3)=[N:6][C:5]=2[N:25]=1.[Na]. (3) Given the product [CH3:12][N:11](/[CH:10]=[N:9]/[C:3]1[C:2]([F:1])=[CH:7][N:6]([C:14](=[S:15])[N:20]([CH2:21][CH3:22])[CH2:18][CH3:19])[C:5](=[O:8])[N:4]=1)[CH3:13], predict the reactants needed to synthesize it. The reactants are: [F:1][C:2]1[C:3](/[N:9]=[CH:10]/[N:11]([CH3:13])[CH3:12])=[N:4][C:5]([OH:8])=[N:6][CH:7]=1.[C:14](Cl)(Cl)=[S:15].[CH2:18]([NH:20][CH2:21][CH3:22])[CH3:19]. (4) Given the product [Cl:1][C:2]1[CH:7]=[CH:6][C:5]([F:8])=[CH:4][C:3]=1[CH2:9][C:10]([N:19]1[CH2:23][CH2:22][C:21]([C:24]2[CH:29]=[CH:28][C:27]([OH:30])=[CH:26][CH:25]=2)=[N:20]1)=[O:12], predict the reactants needed to synthesize it. The reactants are: [Cl:1][C:2]1[CH:7]=[CH:6][C:5]([F:8])=[CH:4][C:3]=1[CH2:9][C:10]([OH:12])=O.C(Cl)(=O)C(Cl)=O.[NH:19]1[CH2:23][CH2:22][C:21]([C:24]2[CH:29]=[CH:28][C:27]([OH:30])=[CH:26][CH:25]=2)=[N:20]1.